Dataset: Reaction yield outcomes from USPTO patents with 853,638 reactions. Task: Predict the reaction yield, written as a fraction of the theoretical maximum amount of product (1.0 means a 100% yield; for example, 0.34 means a 34% yield). (1) The reactants are [CH3:1][S:2]([N:5]1[CH2:15][CH:14]2[CH2:16][CH:7]([C:8]3[CH:9]=[CH:10][C:11]([NH2:17])=[CH:12][C:13]=32)[CH2:6]1)(=[O:4])=[O:3].Cl[C:19]1[N:24]=[C:23]([NH:25][C:26]2[CH:35]=[CH:34][CH:33]=[CH:32][C:27]=2[C:28]([NH:30][CH3:31])=[O:29])[C:22]([Cl:36])=[CH:21][N:20]=1.C(O)(C)C.C(=O)(O)[O-].[Na+]. No catalyst specified. The product is [Cl:36][C:22]1[C:23]([NH:25][C:26]2[CH:35]=[CH:34][CH:33]=[CH:32][C:27]=2[C:28]([NH:30][CH3:31])=[O:29])=[N:24][C:19]([NH:17][C:11]2[CH:12]=[C:13]3[C:8](=[CH:9][CH:10]=2)[CH:7]2[CH2:16][CH:14]3[CH2:15][N:5]([S:2]([CH3:1])(=[O:4])=[O:3])[CH2:6]2)=[N:20][CH:21]=1. The yield is 0.310. (2) The reactants are C(O[C:4]([C:6]1[CH:7]=[C:8]2[C:12](=[CH:13][CH:14]=1)[NH:11][N:10]=[C:9]2[C:15]1[CH:24]=[CH:23][C:22]2[C:17](=[CH:18][CH:19]=[C:20]([O:25][CH2:26][CH2:27][N:28]3[CH2:32][CH2:31][CH2:30][CH2:29]3)[CH:21]=2)[CH:16]=1)=[NH:5])C.[C:33]([NH:39][NH2:40])(=O)[C:34]([CH3:37])([CH3:36])[CH3:35]. No catalyst specified. The product is [C:34]([C:33]1[NH:39][N:40]=[C:4]([C:6]2[CH:7]=[C:8]3[C:12](=[CH:13][CH:14]=2)[NH:11][N:10]=[C:9]3[C:15]2[CH:24]=[CH:23][C:22]3[C:17](=[CH:18][CH:19]=[C:20]([O:25][CH2:26][CH2:27][N:28]4[CH2:29][CH2:30][CH2:31][CH2:32]4)[CH:21]=3)[CH:16]=2)[N:5]=1)([CH3:37])([CH3:36])[CH3:35]. The yield is 0.420. (3) The reactants are [CH2:1]([O:8][N:9]1[CH:13]=[CH:12][C:11]([CH:14]=[O:15])=[CH:10]1)[C:2]1[CH:7]=[CH:6][CH:5]=[CH:4][CH:3]=1.[H-].[Al+3].[Li+].[H-].[H-].[H-].O.C(OCC)(=O)C. The yield is 0.331. The catalyst is O1CCCC1. The product is [CH2:1]([O:8][N:9]1[CH:13]=[CH:12][C:11]([CH2:14][OH:15])=[CH:10]1)[C:2]1[CH:3]=[CH:4][CH:5]=[CH:6][CH:7]=1. (4) The reactants are [CH2:1]([CH:4]1[CH2:8][CH:7]([O:9][CH2:10][C:11]2[CH:16]=[CH:15][CH:14]=[CH:13][CH:12]=2)[CH2:6][O:5]1)[CH:2]=C.I([O-])(=O)(=O)=[O:18].[Na+].C(OCC)(=O)C.CCCCCC. The catalyst is C1COCC1.O.CCOCC.[Os](=O)(=O)(=O)=O. The product is [CH2:10]([O:9][CH:7]1[CH2:6][O:5][CH:4]([CH2:1][CH:2]=[O:18])[CH2:8]1)[C:11]1[CH:16]=[CH:15][CH:14]=[CH:13][CH:12]=1. The yield is 0.790. (5) The reactants are [C:1]([C:3]1[CH:8]=[CH:7][C:6]([CH2:9][C:10]([O:12][CH3:13])=[O:11])=[C:5]([CH3:14])[C:4]=1[F:15])#[N:2].CO[CH:18](OC)[N:19]([CH3:21])[CH3:20].[Cl-].[Li+]. The catalyst is O. The product is [C:1]([C:3]1[CH:8]=[CH:7][C:6]([C:9](=[CH:18][N:19]([CH3:21])[CH3:20])[C:10]([O:12][CH3:13])=[O:11])=[C:5]([CH3:14])[C:4]=1[F:15])#[N:2]. The yield is 0.630. (6) The reactants are [CH2:1]([C:8]1[N:12]([CH3:13])[N:11]=[CH:10][C:9]=1Br)[C:2]1[CH:7]=[CH:6][CH:5]=[CH:4][CH:3]=1.[B:15](OC(C)C)([O:20]C(C)C)[O:16]C(C)C.[Li]CCCC. The catalyst is C1COCC1.CCCCCC. The product is [CH2:1]([C:8]1[N:12]([CH3:13])[N:11]=[CH:10][C:9]=1[B:15]([OH:20])[OH:16])[C:2]1[CH:7]=[CH:6][CH:5]=[CH:4][CH:3]=1. The yield is 0.390. (7) The product is [F:1][C:2]1[CH:7]=[CH:6][CH:5]=[C:4]([F:8])[C:3]=1[C:9]1[CH:10]=[C:11]2[C:15](=[CH:16][CH:17]=1)[N:14]([C:25]([O:27][C:28]([CH3:31])([CH3:30])[CH3:29])=[O:26])[CH:13]=[C:12]2[I:18]. The catalyst is CN(C=O)C.C(Cl)Cl. The reactants are [F:1][C:2]1[CH:7]=[CH:6][CH:5]=[C:4]([F:8])[C:3]=1[C:9]1[CH:10]=[C:11]2[C:15](=[CH:16][CH:17]=1)[NH:14][CH:13]=[C:12]2[I:18].CC(C)([O-])C.[K+].[C:25](O[C:25]([O:27][C:28]([CH3:31])([CH3:30])[CH3:29])=[O:26])([O:27][C:28]([CH3:31])([CH3:30])[CH3:29])=[O:26]. The yield is 0.657.